This data is from Catalyst prediction with 721,799 reactions and 888 catalyst types from USPTO. The task is: Predict which catalyst facilitates the given reaction. (1) Reactant: CS(O[CH2:6][CH2:7][S:8]([CH2:11][C:12]1[CH:17]=[CH:16][CH:15]=[C:14]([F:18])[CH:13]=1)(=[O:10])=[O:9])(=O)=O.FC1C=CC=C(CS(C=C)(=O)=O)C=1.[NH:32]1[CH2:37][CH2:36]O[CH2:34][CH2:33]1. Product: [F:18][C:14]1[CH:13]=[C:12]([CH:17]=[CH:16][CH:15]=1)[CH2:11][S:8]([CH2:7][CH2:6][N:32]1[CH2:37][CH2:36][CH2:34][CH2:33]1)(=[O:10])=[O:9]. The catalyst class is: 2. (2) Reactant: [NH2:1][C:2]1[N:7]=[CH:6][C:5]([C:8]2[CH:9]=[N:10][N:11]([CH:13]([CH3:17])[C:14](O)=[O:15])[CH:12]=2)=[CH:4][C:3]=1[C:18]1[S:19][C:20]2[CH:26]=[CH:25][CH:24]=[CH:23][C:21]=2[N:22]=1.[NH:27]1[CH2:32][CH2:31][O:30][CH2:29][CH2:28]1.CN(C(ON1N=NC2C=CC=CC1=2)=[N+](C)C)C.[B-](F)(F)(F)F.CCN(C(C)C)C(C)C.CN(C=O)C. Product: [NH2:1][C:2]1[N:7]=[CH:6][C:5]([C:8]2[CH:9]=[N:10][N:11]([CH:13]([CH3:17])[C:14]([N:27]3[CH2:32][CH2:31][O:30][CH2:29][CH2:28]3)=[O:15])[CH:12]=2)=[CH:4][C:3]=1[C:18]1[S:19][C:20]2[CH:26]=[CH:25][CH:24]=[CH:23][C:21]=2[N:22]=1. The catalyst class is: 25. (3) The catalyst class is: 12. Product: [Cl:1][C:2]1[C:3]([O:8][C:9]2[CH:10]=[CH:11][C:12]3[N:16]=[C:15]([CH2:17][O:18][C:19]4[CH:20]=[C:21]([CH:26]=[CH:27][CH:28]=4)[C:22]([OH:24])=[O:23])[N:14]([CH3:29])[C:13]=3[CH:30]=2)=[N:4][CH:5]=[CH:6][CH:7]=1. Reactant: [Cl:1][C:2]1[C:3]([O:8][C:9]2[CH:10]=[CH:11][C:12]3[N:16]=[C:15]([CH2:17][O:18][C:19]4[CH:20]=[C:21]([CH:26]=[CH:27][CH:28]=4)[C:22]([O:24]C)=[O:23])[N:14]([CH3:29])[C:13]=3[CH:30]=2)=[N:4][CH:5]=[CH:6][CH:7]=1.[OH-].[Na+]. (4) Reactant: [F:1][C:2]1[CH:28]=[CH:27][C:5]([CH2:6][O:7][CH2:8][C:9]([NH:11][CH2:12][CH2:13][CH:14]2[CH2:19][CH2:18][N:17](CC3C=CC=CC=3)[CH2:16][CH2:15]2)=[O:10])=[CH:4][CH:3]=1.[Cl:29]C(OC(Cl)C)=O. Product: [ClH:29].[F:1][C:2]1[CH:28]=[CH:27][C:5]([CH2:6][O:7][CH2:8][C:9]([NH:11][CH2:12][CH2:13][CH:14]2[CH2:15][CH2:16][NH:17][CH2:18][CH2:19]2)=[O:10])=[CH:4][CH:3]=1. The catalyst class is: 4. (5) Reactant: [F:1][C:2]1[CH:7]=[CH:6][C:5]([C:8]2[CH:12]=[C:11]([CH2:13][N:14]3[C:26]4[C:25]5[N:24]=[CH:23][CH:22]=[CH:21][C:20]=5[N:19]=[CH:18][C:17]=4[N:16]=[C:15]3[CH2:27][CH2:28][CH3:29])[O:10][N:9]=2)=[CH:4][CH:3]=1.C1C=C(Cl)C=C(C(OO)=[O:38])C=1. Product: [F:1][C:2]1[CH:7]=[CH:6][C:5]([C:8]2[CH:12]=[C:11]([CH2:13][N:14]3[C:26]4[C:25]5[N:24]=[CH:23][CH:22]=[CH:21][C:20]=5[N+:19]([O-:38])=[CH:18][C:17]=4[N:16]=[C:15]3[CH2:27][CH2:28][CH3:29])[O:10][N:9]=2)=[CH:4][CH:3]=1. The catalyst class is: 27. (6) Reactant: [CH3:1][N:2]([CH2:4][CH:5]1[CH2:8][N:7]([C:9]([NH:11][C:12]2[CH:13]=[C:14]([C:21]3[CH:26]=[CH:25][C:24]([F:27])=[CH:23][CH:22]=3)[CH:15]=[CH:16][C:17]=2[N+:18]([O-])=O)=[O:10])[CH2:6]1)[CH3:3]. Product: [NH2:18][C:17]1[CH:16]=[CH:15][C:14]([C:21]2[CH:22]=[CH:23][C:24]([F:27])=[CH:25][CH:26]=2)=[CH:13][C:12]=1[NH:11][C:9]([N:7]1[CH2:6][CH:5]([CH2:4][N:2]([CH3:3])[CH3:1])[CH2:8]1)=[O:10]. The catalyst class is: 19.